This data is from Full USPTO retrosynthesis dataset with 1.9M reactions from patents (1976-2016). The task is: Predict the reactants needed to synthesize the given product. (1) Given the product [Br:12][C:6]1([Br:13])[C:5]2[C:9](=[CH:10][C:2]([Cl:1])=[CH:3][CH:4]=2)[NH:8][C:7]1=[O:11], predict the reactants needed to synthesize it. The reactants are: [Cl:1][C:2]1[CH:10]=[C:9]2[C:5]([CH2:6][C:7](=[O:11])[NH:8]2)=[CH:4][CH:3]=1.[Br-:12].[Br-:13].[Br-].[NH+]1C=CC=CC=1.[NH+]1C=CC=CC=1.[NH+]1C=CC=CC=1. (2) Given the product [CH3:32][N:28]1[CH2:29][CH2:30][CH2:31][N:26]2[C:25](=[O:34])[N:24]=[C:23]([O:1][CH2:2][C:3]3[CH:4]=[CH:5][C:6]([O:11][C:12]4[CH:17]=[CH:16][C:15]([C:18]([F:19])([F:20])[F:21])=[CH:14][CH:13]=4)=[C:7]([CH:10]=3)[C:8]#[N:9])[CH:33]=[C:27]12, predict the reactants needed to synthesize it. The reactants are: [OH:1][CH2:2][C:3]1[CH:4]=[CH:5][C:6]([O:11][C:12]2[CH:17]=[CH:16][C:15]([C:18]([F:21])([F:20])[F:19])=[CH:14][CH:13]=2)=[C:7]([CH:10]=1)[C:8]#[N:9].Cl[C:23]1[CH:33]=[C:27]2[N:28]([CH3:32])[CH2:29][CH2:30][CH2:31][N:26]2[C:25](=[O:34])[N:24]=1. (3) Given the product [CH3:14][O:15][C:16]1[CH:17]=[CH:18][C:19]([C@H:22]2[CH2:24][C@@H:23]2[CH2:25][O:26][C:27]2[C:32]([C:33]3[O:34][CH:3]=[N:2][CH:1]=3)=[CH:31][N:30]=[C:29]([CH3:35])[N:28]=2)=[N:20][CH:21]=1, predict the reactants needed to synthesize it. The reactants are: [CH:1]#[N+:2][CH2:3]S(C1C=CC(C)=CC=1)(=O)=O.[CH3:14][O:15][C:16]1[CH:17]=[CH:18][C:19]([C@H:22]2[CH2:24][C@@H:23]2[CH2:25][O:26][C:27]2[C:32]([CH:33]=[O:34])=[CH:31][N:30]=[C:29]([CH3:35])[N:28]=2)=[N:20][CH:21]=1.C([O-])([O-])=O.[K+].[K+]. (4) Given the product [Cl:1][C:2]1[CH:7]=[CH:6][CH:5]=[CH:4][C:3]=1[N:8]1[C:12]([C:13]2[N:14]=[C:15]3[C:21]4[CH:22]=[CH:23][C:24]([C:26]([NH:31][CH3:30])=[O:27])=[CH:25][C:20]=4[O:19][CH2:18][CH2:17][N:16]3[CH:29]=2)=[N:11][CH:10]=[N:9]1, predict the reactants needed to synthesize it. The reactants are: [Cl:1][C:2]1[CH:7]=[CH:6][CH:5]=[CH:4][C:3]=1[N:8]1[C:12]([C:13]2[N:14]=[C:15]3[C:21]4[CH:22]=[CH:23][C:24]([C:26](O)=[O:27])=[CH:25][C:20]=4[O:19][CH2:18][CH2:17][N:16]3[CH:29]=2)=[N:11][CH:10]=[N:9]1.[CH3:30][NH2:31]. (5) Given the product [C:25]([O:28][C:29]([NH:1][CH2:2][CH2:3][C@@H:4]1[CH2:13][C:12]2[C:7](=[CH:8][CH:9]=[CH:10][CH:11]=2)[CH2:6][N:5]1[C:14]([O:16][CH2:17][C:18]1[CH:19]=[CH:20][CH:21]=[CH:22][CH:23]=1)=[O:15])=[O:30])([CH3:27])([CH3:26])[CH3:24], predict the reactants needed to synthesize it. The reactants are: [NH2:1][CH2:2][CH2:3][C@@H:4]1[CH2:13][C:12]2[C:7](=[CH:8][CH:9]=[CH:10][CH:11]=2)[CH2:6][N:5]1[C:14]([O:16][CH2:17][C:18]1[CH:23]=[CH:22][CH:21]=[CH:20][CH:19]=1)=[O:15].[CH3:24][C:25]([O:28][C:29](O[C:29]([O:28][C:25]([CH3:27])([CH3:26])[CH3:24])=[O:30])=[O:30])([CH3:27])[CH3:26].C(N(CC)CC)C. (6) Given the product [F:26][C@H:27]1[C@@H:32]([O:33][C:34]2[CH:41]=[CH:40][C:39]([C:2]3[N:3]=[C:4]([NH:8][C:9]4[CH:14]=[CH:13][C:12]([CH:15]5[CH2:20][CH2:19][N:18]([CH:21]6[CH2:24][O:23][CH2:22]6)[CH2:17][CH2:16]5)=[C:11]([F:25])[CH:10]=4)[N:5]=[CH:6][N:7]=3)=[CH:38][C:35]=2[C:36]#[N:37])[CH2:31][CH2:30][N:29]([C:51](=[O:55])[C@@H:52]([OH:54])[CH3:53])[CH2:28]1, predict the reactants needed to synthesize it. The reactants are: Cl[C:2]1[N:7]=[CH:6][N:5]=[C:4]([NH:8][C:9]2[CH:14]=[CH:13][C:12]([CH:15]3[CH2:20][CH2:19][N:18]([CH:21]4[CH2:24][O:23][CH2:22]4)[CH2:17][CH2:16]3)=[C:11]([F:25])[CH:10]=2)[N:3]=1.[F:26][C@H:27]1[C@@H:32]([O:33][C:34]2[CH:41]=[CH:40][C:39](B3OC(C)(C)C(C)(C)O3)=[CH:38][C:35]=2[C:36]#[N:37])[CH2:31][CH2:30][N:29]([C:51](=[O:55])[C@@H:52]([OH:54])[CH3:53])[CH2:28]1.C(COC)OC.C(=O)([O-])[O-].[Na+].[Na+]. (7) Given the product [F:1][C:2]1[CH:3]=[C:4]([NH:9][C:10](=[O:11])[C:12]2[CH:13]=[C:14]([S:19](=[O:21])(=[O:20])[NH2:23])[CH:15]=[CH:16][C:17]=2[F:18])[CH:5]=[CH:6][C:7]=1[F:8], predict the reactants needed to synthesize it. The reactants are: [F:1][C:2]1[CH:3]=[C:4]([NH:9][C:10]([C:12]2[CH:13]=[C:14]([S:19](Cl)(=[O:21])=[O:20])[CH:15]=[CH:16][C:17]=2[F:18])=[O:11])[CH:5]=[CH:6][C:7]=1[F:8].[NH3:23]. (8) Given the product [N+:1]([C:4]1[CH:12]=[CH:11][C:7]([C:8]([NH:13][NH2:14])=[O:9])=[CH:6][CH:5]=1)([O-:3])=[O:2], predict the reactants needed to synthesize it. The reactants are: [N+:1]([C:4]1[CH:12]=[CH:11][C:7]([C:8](O)=[O:9])=[CH:6][CH:5]=1)([O-:3])=[O:2].[NH2:13][NH2:14]. (9) Given the product [F:1][C:2]([F:10])([F:9])[C:3](=[O:8])[CH2:4][C:5]([C:17]1[CH:16]=[C:15]([F:18])[CH:14]=[CH:13][C:12]=1[CH3:11])([CH3:7])[CH3:6], predict the reactants needed to synthesize it. The reactants are: [F:1][C:2]([F:10])([F:9])[C:3](=[O:8])[CH:4]=[C:5]([CH3:7])[CH3:6].[CH3:11][C:12]1[CH:17]=[CH:16][C:15]([F:18])=[CH:14][C:13]=1[Mg]Br. (10) Given the product [CH2:24]([N:21]1[C:18]2=[N:19][CH:20]=[C:15]([C:13]3[O:12][N:11]=[C:10]([CH2:9][N:8]4[CH2:2][CH2:3][CH2:4][CH2:5][C:6]4=[O:7])[N:14]=3)[C:16]([NH:26][CH:27]3[CH2:32][CH2:31][O:30][CH2:29][CH2:28]3)=[C:17]2[CH:23]=[N:22]1)[CH3:25], predict the reactants needed to synthesize it. The reactants are: Cl[CH2:2][CH2:3][CH2:4][CH2:5][C:6]([NH:8][CH2:9][C:10]1[N:14]=[C:13]([C:15]2[C:16]([NH:26][CH:27]3[CH2:32][CH2:31][O:30][CH2:29][CH2:28]3)=[C:17]3[CH:23]=[N:22][N:21]([CH2:24][CH3:25])[C:18]3=[N:19][CH:20]=2)[O:12][N:11]=1)=[O:7].[H-].[Na+].